This data is from Forward reaction prediction with 1.9M reactions from USPTO patents (1976-2016). The task is: Predict the product of the given reaction. (1) Given the reactants [BH4-].[Na+].[Br:3][C:4]1[CH:5]=[C:6]([Cl:15])[CH:7]=[C:8]2[C:13]=1[O:12][CH2:11][CH2:10][C:9]2=[O:14], predict the reaction product. The product is: [Br:3][C:4]1[CH:5]=[C:6]([Cl:15])[CH:7]=[C:8]2[C:13]=1[O:12][CH2:11][CH2:10][CH:9]2[OH:14]. (2) Given the reactants C(=O)([O-])[O-].[K+].[K+].C[Si](C)(C)[C:9]#[C:10][C:11]1[CH:16]=[CH:15][CH:14]=[C:13]([O:17][C:18]([F:21])([F:20])[F:19])[CH:12]=1.Cl, predict the reaction product. The product is: [C:10]([C:11]1[CH:16]=[CH:15][CH:14]=[C:13]([O:17][C:18]([F:19])([F:20])[F:21])[CH:12]=1)#[CH:9].